The task is: Predict the product of the given reaction.. This data is from Forward reaction prediction with 1.9M reactions from USPTO patents (1976-2016). (1) Given the reactants [Br:1][CH2:2][C:3](OC)=O.C(N(CC)CC)C.P(Br)(Br)(Br)=O.[N:19]1C(=O)C[N:22]2[CH:31]=[CH:30][C:29]3[C:24](=[CH:25][CH:26]=[CH:27][CH:28]=3)[C:23]=12.[OH-].[Na+], predict the reaction product. The product is: [Br:1][C:2]1[N:19]=[C:23]2[C:24]3[C:29](=[CH:28][CH:27]=[CH:26][CH:25]=3)[CH:30]=[CH:31][N:22]2[CH:3]=1. (2) The product is: [NH2:28][C:11]1[C:10]([NH:9][C:6]2[CH:5]=[C:4]([CH:1]3[CH2:3][CH2:2]3)[NH:8][N:7]=2)=[CH:17][C:16]([NH:18][C@H:19]([C:21]2[CH:22]=[CH:23][C:24]([F:27])=[CH:25][CH:26]=2)[CH3:20])=[CH:15][C:12]=1[C:13]#[N:14]. Given the reactants [CH:1]1([C:4]2[NH:8][N:7]=[C:6]([NH:9][C:10]3[C:11]([N+:28]([O-])=O)=[C:12]([CH:15]=[C:16]([NH:18][C@H:19]([C:21]4[CH:26]=[CH:25][C:24]([F:27])=[CH:23][CH:22]=4)[CH3:20])[CH:17]=3)[C:13]#[N:14])[CH:5]=2)[CH2:3][CH2:2]1.[Cl-].[NH4+].C([O-])(=O)C.[NH4+], predict the reaction product. (3) The product is: [NH2:24][C:25]1[CH:30]=[C:29]([C:2]2[S:6][C:5]([C:7]([CH:10]3[CH2:15][CH2:14][N:13]([C:16]([O:18][C:19]([CH3:22])([CH3:21])[CH3:20])=[O:17])[CH2:12][CH2:11]3)([OH:9])[CH3:8])=[N:4][CH:3]=2)[CH:28]=[CH:27][CH:26]=1. Given the reactants Br[C:2]1[S:6][C:5]([C:7]([CH:10]2[CH2:15][CH2:14][N:13]([C:16]([O:18][C:19]([CH3:22])([CH3:21])[CH3:20])=[O:17])[CH2:12][CH2:11]2)([OH:9])[CH3:8])=[N:4][CH:3]=1.O.[NH2:24][C:25]1[CH:26]=[C:27](B(O)O)[CH:28]=[CH:29][CH:30]=1.C([O-])([O-])=O.[Na+].[Na+], predict the reaction product. (4) Given the reactants C(N(CC)CC)C.[CH:8]1([NH2:12])[CH2:11][CH2:10][CH2:9]1.[N+:13]([C:16]1[CH:21]=[CH:20][C:19]([S:22](Cl)(=[O:24])=[O:23])=[CH:18][CH:17]=1)([O-:15])=[O:14], predict the reaction product. The product is: [CH:8]1([NH:12][S:22]([C:19]2[CH:18]=[CH:17][C:16]([N+:13]([O-:15])=[O:14])=[CH:21][CH:20]=2)(=[O:23])=[O:24])[CH2:11][CH2:10][CH2:9]1.